From a dataset of Catalyst prediction with 721,799 reactions and 888 catalyst types from USPTO. Predict which catalyst facilitates the given reaction. The catalyst class is: 2. Product: [CH3:15][S:16]([O:1][CH:2]1[CH2:3][CH2:4][N:5]([C:8]([O:10][C:11]([CH3:14])([CH3:13])[CH3:12])=[O:9])[CH2:6][CH2:7]1)(=[O:18])=[O:17]. Reactant: [OH:1][CH:2]1[CH2:7][CH2:6][N:5]([C:8]([O:10][C:11]([CH3:14])([CH3:13])[CH3:12])=[O:9])[CH2:4][CH2:3]1.[CH3:15][S:16](Cl)(=[O:18])=[O:17].